This data is from Human liver microsome stability data. The task is: Regression/Classification. Given a drug SMILES string, predict its absorption, distribution, metabolism, or excretion properties. Task type varies by dataset: regression for continuous measurements (e.g., permeability, clearance, half-life) or binary classification for categorical outcomes (e.g., BBB penetration, CYP inhibition). Dataset: hlm. (1) The molecule is Cn1c(-c2cccc(N)n2)c(C2CCCCC2)c2ccc(C(=O)NC(C)(C)C(=O)Nc3ccc(C=CC(=O)O)cc3)cc21. The result is 0 (unstable in human liver microsomes). (2) The compound is COc1nc2ccc(Br)cc2cc1[C@@H](c1ccnc(OC)c1OC)[C@@](O)(CCN(C)C)c1cccc(OC(F)F)c1. The result is 0 (unstable in human liver microsomes). (3) The compound is COc1ccc2c(c1)C1CC1(C(=O)N1C3CCC1CN(C)C3)Cn1c-2c(C2CCCCC2)c2ccc(C(=O)NS(=O)(=O)C3CC3)cc21. The result is 0 (unstable in human liver microsomes). (4) The compound is COc1cc(C(=O)c2c[nH]c(-c3ccc4cc[nH]c4c3)n2)cc(OC)c1OC. The result is 0 (unstable in human liver microsomes). (5) The drug is COc1ccc2[nH]c(SCCCC(=O)O)nc2c1. The result is 0 (unstable in human liver microsomes). (6) The result is 0 (unstable in human liver microsomes). The drug is CO[C@@]12C[C@@H](C(=O)N[C@]3(C(=O)NS(=O)(=O)C4CC4)C[C@H]3C3CC3)N(C1)C(=O)[C@H](C(C)(C)C)NC(=O)OCCCCCOc1ccc3ccc2cc3c1. (7) The compound is COc1cc2nc3cc(Nc4ccc(OC(F)(F)F)cc4)ccc3c(O)c2cc1F. The result is 0 (unstable in human liver microsomes). (8) The result is 1 (stable in human liver microsomes). The drug is CNC(=O)Cn1cc(CN2CCN(c3cc(C(=O)Nc4ccc5c(c4)-c4c(c(C(N)=O)nn4-c4ccc(F)cc4)CC5)c(Cl)cn3)CC2)cn1.